Dataset: Reaction yield outcomes from USPTO patents with 853,638 reactions. Task: Predict the reaction yield, written as a fraction of the theoretical maximum amount of product (1.0 means a 100% yield; for example, 0.34 means a 34% yield). The reactants are Cl.[NH2:2][OH:3].C(N(CC)CC)C.[CH2:11]([C:15]1[N:19]([C:20]2[CH:25]=[CH:24][CH:23]=[CH:22][CH:21]=2)[N:18]=[C:17]([CH:26]=O)[C:16]=1[CH3:28])[CH:12]([CH3:14])[CH3:13].O. The catalyst is ClCCl. The product is [OH:3][NH:2][CH2:26][C:17]1[C:16]([CH3:28])=[C:15]([CH2:11][CH:12]([CH3:14])[CH3:13])[N:19]([C:20]2[CH:25]=[CH:24][CH:23]=[CH:22][CH:21]=2)[N:18]=1. The yield is 0.951.